Dataset: Forward reaction prediction with 1.9M reactions from USPTO patents (1976-2016). Task: Predict the product of the given reaction. (1) Given the reactants [CH2:1]([N:4]1[C:12]2[C:7](=[CH:8][C:9]([NH:13][C:14]([C:16]3[N:17]=[C:18]([C:25]4[CH:30]=[CH:29][CH:28]=[CH:27][CH:26]=4)[O:19][C:20]=3[C:21]([F:24])([F:23])[F:22])=[O:15])=[CH:10][CH:11]=2)[CH:6]=[CH:5]1)[CH2:2][CH3:3].C([BH3-])#N.[Na+], predict the reaction product. The product is: [CH2:1]([N:4]1[C:12]2[C:7](=[CH:8][C:9]([NH:13][C:14]([C:16]3[N:17]=[C:18]([C:25]4[CH:30]=[CH:29][CH:28]=[CH:27][CH:26]=4)[O:19][C:20]=3[C:21]([F:23])([F:22])[F:24])=[O:15])=[CH:10][CH:11]=2)[CH2:6][CH2:5]1)[CH2:2][CH3:3]. (2) Given the reactants [CH3:1][O:2][C:3](=[O:15])[C:4]1[CH:9]=[C:8]([Cl:10])[CH:7]=[C:6]([C:11]#[C:12][CH3:13])[C:5]=1[NH2:14].[CH:16]#CCC.COC(=O)C1C=C(Cl)C=C(I)C=1N, predict the reaction product. The product is: [CH3:1][O:2][C:3](=[O:15])[C:4]1[CH:9]=[C:8]([Cl:10])[CH:7]=[C:6]([C:11]#[C:12][CH2:13][CH3:16])[C:5]=1[NH2:14]. (3) Given the reactants C[O:2][C:3](=[O:31])[CH2:4][CH2:5][NH:6][C:7](=[O:30])[C:8]1[CH:13]=[CH:12][C:11]([CH:14]([O:22][C:23]2[CH:28]=[CH:27][C:26](Br)=[CH:25][CH:24]=2)[CH2:15][CH2:16][CH2:17][C:18]([F:21])([F:20])[F:19])=[CH:10][CH:9]=1.[CH2:32]([C:34]1[CH:39]=[CH:38][C:37](B(O)O)=[CH:36][CH:35]=1)[CH3:33], predict the reaction product. The product is: [CH2:32]([C:34]1[CH:39]=[CH:38][C:37]([C:26]2[CH:25]=[CH:24][C:23]([O:22][CH:14]([C:11]3[CH:12]=[CH:13][C:8]([C:7]([NH:6][CH2:5][CH2:4][C:3]([OH:2])=[O:31])=[O:30])=[CH:9][CH:10]=3)[CH2:15][CH2:16][CH2:17][C:18]([F:21])([F:19])[F:20])=[CH:28][CH:27]=2)=[CH:36][CH:35]=1)[CH3:33]. (4) Given the reactants [C:1]1(C)[CH:6]=CC(S([O-])(=O)=O)=C[CH:2]=1.[NH+]1C=CC=CC=1.[C:18]([OH:26])(=[O:25])[CH:19]([CH2:21][C:22]([OH:24])=[O:23])[OH:20], predict the reaction product. The product is: [CH3:2][C:1]1([CH3:6])[O:20][CH:19]([CH2:21][C:22]([OH:24])=[O:23])[C:18](=[O:26])[O:25]1. (5) Given the reactants C1(C2C=CC3C(=NC=CC=3)N=2)C=CC=CC=1.[C:17]1([C:23]2[C:32]([C:33]([O:35][CH2:36][CH3:37])=[O:34])=[CH:31][C:30]3[C:25](=[N:26][CH:27]=[CH:28][CH:29]=3)[N:24]=2)[CH:22]=[CH:21][CH:20]=[CH:19][CH:18]=1, predict the reaction product. The product is: [C:17]1([C:23]2[C:32]([C:33]([O:35][CH2:36][CH3:37])=[O:34])=[CH:31][C:30]3[CH2:29][CH2:28][CH2:27][NH:26][C:25]=3[N:24]=2)[CH:18]=[CH:19][CH:20]=[CH:21][CH:22]=1. (6) The product is: [CH3:1][C:2]([CH2:16][CH2:17][CH:18]=[C:19]([CH3:31])[CH2:20][CH2:21][CH:22]=[C:23]([CH3:30])[CH2:24][CH2:25][CH:26]=[C:27]([CH3:29])[CH3:28])=[CH:3][CH2:4][CH2:5][C:6]([O:8][CH2:9][C@@H:10]([C@@H:12]([CH2:14][OH:15])[OH:13])[OH:11])=[O:7].[OH2:7]. Given the reactants [CH3:1][C:2]([CH2:16][CH2:17][CH:18]=[C:19]([CH3:31])[CH2:20][CH2:21][CH:22]=[C:23]([CH3:30])[CH2:24][CH2:25][CH:26]=[C:27]([CH3:29])[CH3:28])=[CH:3][CH2:4][CH2:5][C:6]([O:8][CH2:9][C@@H:10]([C@@H:12]([CH2:14][OH:15])[OH:13])[OH:11])=[O:7], predict the reaction product. (7) Given the reactants [Cl:1][C:2]1[CH:30]=[CH:29][CH:28]=[CH:27][C:3]=1[CH2:4][N:5]1[C:9]2[CH:10]3[CH2:21][CH:12]([C:13]4[CH:18]=[C:17]([F:19])[C:16]([I:20])=[CH:15][C:14]=4[C:8]=2[N:7]=[C:6]1[C:22]([O:24]CC)=O)[CH2:11]3.[NH3:31], predict the reaction product. The product is: [Cl:1][C:2]1[CH:30]=[CH:29][CH:28]=[CH:27][C:3]=1[CH2:4][N:5]1[C:9]2[CH:10]3[CH2:21][CH:12]([C:13]4[CH:18]=[C:17]([F:19])[C:16]([I:20])=[CH:15][C:14]=4[C:8]=2[N:7]=[C:6]1[C:22]([NH2:31])=[O:24])[CH2:11]3. (8) The product is: [F:17][C:11]([F:16])([C:12]([F:15])([F:14])[F:13])[CH2:10][NH:9][C:7]1[C:6]([C:18]([O:20][CH2:21][CH3:22])=[O:19])=[CH:5][N:4]=[CH:3][N:8]=1. Given the reactants CS[C:3]1[N:8]=[C:7]([NH:9][CH2:10][C:11]([F:17])([F:16])[C:12]([F:15])([F:14])[F:13])[C:6]([C:18]([O:20][CH2:21][CH3:22])=[O:19])=[CH:5][N:4]=1, predict the reaction product. (9) Given the reactants [I-:1].[La+3:2].[I-].[I-].[C:5]([C:9]1[N-:10][C:11]([C:19]([CH3:23])([CH3:22])[CH2:20][CH3:21])=[C:12]([C:14]([CH3:18])([CH3:17])[CH2:15][CH3:16])[N:13]=1)([CH3:8])([CH3:7])[CH3:6].[K+].[CH2:25]1[CH2:29][O:28][CH2:27][CH2:26]1, predict the reaction product. The product is: [O:28]1[CH2:29][CH2:25][CH2:26][CH2:27]1.[O:28]1[CH2:29][CH2:25][CH2:26][CH2:27]1.[I-:1].[I-:1].[C:5]([C:9]1[N-:13][C:12]([C:14]([CH3:17])([CH3:18])[CH2:15][CH3:16])=[C:11]([C:19]([CH3:23])([CH3:22])[CH2:20][CH3:21])[N:10]=1)([CH3:8])([CH3:7])[CH3:6].[La+3:2]. (10) Given the reactants [C:1]12([CH2:11]S(O)(=O)=O)C(C)(C)[CH:5]([CH2:6][CH2:7]1)[CH2:4][C:2]2=O.[N+:16]([CH2:19][CH2:20][CH2:21][C:22](=[O:26])[CH2:23][CH2:24][CH3:25])([O-:18])=[O:17].C([O:32][CH3:33])(OC)OC.[C:34]([O-])(=O)C.[NH4+:38].[CH:39](=O)[C:40]1[CH:45]=[CH:44][CH:43]=[CH:42][CH:41]=1, predict the reaction product. The product is: [CH:39](=[N:38][CH:11]([C:1]1[CH:2]=[CH:4][CH:5]=[CH:6][CH:7]=1)[CH:19]([N+:16]([O-:18])=[O:17])[CH2:20][CH2:21][C:22]([O:32][CH3:33])([O:26][CH3:34])[CH2:23][CH2:24][CH3:25])[C:40]1[CH:45]=[CH:44][CH:43]=[CH:42][CH:41]=1.